From a dataset of Experimentally validated miRNA-target interactions with 360,000+ pairs, plus equal number of negative samples. Binary Classification. Given a miRNA mature sequence and a target amino acid sequence, predict their likelihood of interaction. (1) The miRNA is hsa-miR-1301-5p with sequence CGCUCUAGGCACCGCAGCA. The protein sequence of the target gene is MAAPRGRAAPWTTALLLLLASQVLSPGSCADEEEVPEEWVLLHVVQGQIGAGNYSYLRLNHEGKIVLRMRSLKGDADLYVSASSLHPSFDDYELQSATCGPDAVSIPAHFRRPVGIGVYGHPSHLESEFEMKVYYDGTVEQHPFGEAAYPADGADAGQKHAGAPEDASQEEESVLWTILISILKLVLEILF. Result: 1 (interaction). (2) The miRNA is dme-miR-303-5p with sequence UUUAGGUUUCACAGGAAACUGGU. The protein sequence of the target gene is MSDEGSRGSRLPLALPPASQGCSSGGGGGGSSAGGSGNSRPPRNLQGLLQMAITAGSEEPDPPPEPMSEERRQWLQEAMSAAFRGQREEVEQMKSCLRVLSQPMPPTAGEAEQAADQQEREGALELLADLCENMDNAADFCQLSGMHLLVGRYLEAGAAGLRWRAAQLIGTCSQNVAAIQEQVLGLGALRKLLRLLDRDACDTVRVKALFAISCLVREQEAGLLQFLRLDGFSVLMRAMQQQVQKLKVKSAFLLQNLLVGHPEHKGTLCSMGMVQQLVALVRTEHSPFHEHVLGALCSLV.... Result: 0 (no interaction).